Predict the product of the given reaction. From a dataset of Forward reaction prediction with 1.9M reactions from USPTO patents (1976-2016). (1) Given the reactants [C:1]([O:5][C:6](=[O:26])[N:7]([C:17]1[CH:22]=[C:21]([CH2:23][CH2:24]O)[CH:20]=[CH:19][N:18]=1)[CH2:8][C:9]1[CH:14]=[CH:13][C:12]([O:15][CH3:16])=[CH:11][CH:10]=1)([CH3:4])([CH3:3])[CH3:2].C(Br)(Br)(Br)[Br:28].C1(P(C2C=CC=CC=2)C2C=CC=CC=2)C=CC=CC=1, predict the reaction product. The product is: [C:1]([O:5][C:6](=[O:26])[N:7]([C:17]1[CH:22]=[C:21]([CH2:23][CH2:24][Br:28])[CH:20]=[CH:19][N:18]=1)[CH2:8][C:9]1[CH:14]=[CH:13][C:12]([O:15][CH3:16])=[CH:11][CH:10]=1)([CH3:4])([CH3:3])[CH3:2]. (2) Given the reactants [Cl-:1].[C@H:2]1([CH2:15][NH+:16]([CH3:18])[CH3:17])[C:14]2[N:6]([N:7]=[C:8]3[C:13]=2[CH:12]=[CH:11][CH:10]=[CH:9]3)[CH2:5][CH2:4][O:3]1.[Cl-].[CH:20]1([C@@H]2CC[NH2+]2)C2N(N=C3C=2C=CC=C3)CCO1, predict the reaction product. The product is: [Cl-:1].[CH:2]1([C@@H:15]2[CH2:20][CH2:17][NH+:16]2[CH3:18])[C:14]2[N:6]([N:7]=[C:8]3[C:13]=2[CH:12]=[CH:11][CH:10]=[CH:9]3)[CH2:5][CH2:4][O:3]1. (3) The product is: [N+:25]([C:22]1[CH:23]=[CH:24][C:19]([C:17]2[N:1]=[C:2]([CH2:3][N:4]3[CH:8]=[C:7]([C:9]([O:11][CH2:12][CH3:13])=[O:10])[CH:6]=[N:5]3)[S:14][CH:16]=2)=[CH:20][CH:21]=1)([O-:27])=[O:26]. Given the reactants [NH2:1][C:2](=[S:14])[CH2:3][N:4]1[CH:8]=[C:7]([C:9]([O:11][CH2:12][CH3:13])=[O:10])[CH:6]=[N:5]1.Br[CH2:16][C:17]([C:19]1[CH:24]=[CH:23][C:22]([N+:25]([O-:27])=[O:26])=[CH:21][CH:20]=1)=O, predict the reaction product. (4) Given the reactants [CH2:1]([O:3][C:4](=[O:15])[CH:5]=[CH:6][CH:7]=[CH:8][C:9]1[CH:14]=[CH:13][N:12]=[CH:11][CH:10]=1)[CH3:2].[H][H], predict the reaction product. The product is: [CH2:1]([O:3][C:4](=[O:15])[CH2:5][CH2:6][CH2:7][CH2:8][C:9]1[CH:14]=[CH:13][N:12]=[CH:11][CH:10]=1)[CH3:2]. (5) Given the reactants [F:1][C:2]1[C:30]([N:31]2[CH2:36][CH2:35][NH:34][CH2:33][CH2:32]2)=[CH:29][C:5]2[N:6]([CH2:17][C:18]3[CH:23]=[CH:22][C:21]([O:24][C:25]([F:28])([F:27])[F:26])=[CH:20][CH:19]=3)[C:7]([CH2:9][O:10][C:11]3[CH:16]=[CH:15][CH:14]=[CH:13][CH:12]=3)=[N:8][C:4]=2[CH:3]=1.[C:37](Cl)(=[O:44])[C:38]1[CH:43]=[CH:42][CH:41]=[CH:40][CH:39]=1, predict the reaction product. The product is: [F:1][C:2]1[C:30]([N:31]2[CH2:36][CH2:35][N:34]([C:37]([C:38]3[CH:43]=[CH:42][CH:41]=[CH:40][CH:39]=3)=[O:44])[CH2:33][CH2:32]2)=[CH:29][C:5]2[N:6]([CH2:17][C:18]3[CH:19]=[CH:20][C:21]([O:24][C:25]([F:26])([F:27])[F:28])=[CH:22][CH:23]=3)[C:7]([CH2:9][O:10][C:11]3[CH:12]=[CH:13][CH:14]=[CH:15][CH:16]=3)=[N:8][C:4]=2[CH:3]=1.